Dataset: Full USPTO retrosynthesis dataset with 1.9M reactions from patents (1976-2016). Task: Predict the reactants needed to synthesize the given product. (1) Given the product [ClH:1].[ClH:1].[CH3:48][C:46]1[CH:47]=[C:42](/[CH:41]=[CH:40]/[CH:39]=[CH:38]/[C:37]([N:34]2[CH2:35][CH2:36][N:31]([CH2:30][C:27]3[CH:28]=[CH:29][C:24]([CH2:23][N:20]4[CH2:19][CH2:18][N:17]([C:15](=[O:16])/[CH:14]=[CH:13]/[CH:12]=[CH:11]/[C:5]5[CH:4]=[C:3]([CH3:2])[C:8]([CH3:9])=[C:7]([CH3:10])[CH:6]=5)[CH2:22][CH2:21]4)=[CH:25][CH:26]=3)[CH2:32][CH2:33]2)=[O:51])[CH:43]=[C:44]([CH3:50])[C:45]=1[CH3:49], predict the reactants needed to synthesize it. The reactants are: [ClH:1].[CH3:2][C:3]1[CH:4]=[C:5](/[CH:11]=[CH:12]/[CH:13]=[CH:14]/[C:15]([N:17]2[CH2:22][CH2:21][N:20]([CH2:23][C:24]3[CH:29]=[CH:28][C:27]([CH2:30][N:31]4[CH2:36][CH2:35][N:34]([C:37](=[O:51])/[CH:38]=[CH:39]/[CH:40]=[CH:41]/[C:42]5[CH:47]=[C:46]([CH3:48])[C:45]([CH3:49])=[C:44]([CH3:50])[CH:43]=5)[CH2:33][CH2:32]4)=[CH:26][CH:25]=3)[CH2:19][CH2:18]2)=[O:16])[CH:6]=[C:7]([CH3:10])[C:8]=1[CH3:9]. (2) Given the product [C:31]([O:30][C:28]([NH:27][C@@:13]1([C:22]([OH:24])=[O:23])[C@H:12]([O:35][CH2:36][C:37]2[CH:42]=[CH:41][C:40]([Cl:43])=[C:39]([Cl:44])[CH:38]=2)[C@@H:11]([NH:10][C:8](=[O:9])[CH2:7][OH:6])[C@@H:16]2[C@H:14]1[C@H:15]2[C:17]([OH:19])=[O:18])=[O:29])([CH3:34])([CH3:32])[CH3:33], predict the reactants needed to synthesize it. The reactants are: [OH-].[Li+].C([O:6][CH2:7][C:8]([NH:10][C@H:11]1[C@@H:16]2[C@@H:14]([C@H:15]2[C:17]([O:19]CC)=[O:18])[C@:13]([NH:27][C:28]([O:30][C:31]([CH3:34])([CH3:33])[CH3:32])=[O:29])([C:22]([O:24]CC)=[O:23])[C@@H:12]1[O:35][CH2:36][C:37]1[CH:42]=[CH:41][C:40]([Cl:43])=[C:39]([Cl:44])[CH:38]=1)=[O:9])(=O)C.Cl. (3) Given the product [C:8]1([S:14]([C:2]2[CH:7]=[CH:6][CH:5]=[CH:4][N:3]=2)(=[O:16])=[O:28])[CH:13]=[CH:12][CH:11]=[CH:10][CH:9]=1, predict the reactants needed to synthesize it. The reactants are: Cl[C:2]1[CH:7]=[CH:6][CH:5]=[CH:4][N:3]=1.[C:8]1([SH:14])[CH:13]=[CH:12][CH:11]=[CH:10][CH:9]=1.C([O-])([O-])=[O:16].[K+].[K+].C(O)(=O)C.[O-]Cl.[Na+].[OH-:28].[Na+]. (4) Given the product [F:14][C:15]([Si:3]([CH3:11])([CH3:2])[C:5]1[CH:10]=[CH:9][CH:8]=[CH:7][CH:6]=1)=[CH2:16], predict the reactants needed to synthesize it. The reactants are: [Li].[CH3:2][Si:3]([CH3:11])([C:5]1[CH:10]=[CH:9][CH:8]=[CH:7][CH:6]=1)Cl.[SiH3][Li].[F:14][C:15](F)=[CH2:16].